Dataset: Full USPTO retrosynthesis dataset with 1.9M reactions from patents (1976-2016). Task: Predict the reactants needed to synthesize the given product. Given the product [C:1]([C:5]1[O:9][N:8]=[C:7]([NH:10][C:11](=[O:38])[CH2:12][C:13]2[CH:18]=[CH:17][C:16]([C:19]3[CH:20]=[C:21]4[C:27]([CH3:28])=[N:26][NH:25][C:22]4=[N:23][CH:24]=3)=[CH:15][CH:14]=2)[CH:6]=1)([CH3:4])([CH3:3])[CH3:2], predict the reactants needed to synthesize it. The reactants are: [C:1]([C:5]1[O:9][N:8]=[C:7]([NH:10][C:11](=[O:38])[CH2:12][C:13]2[CH:18]=[CH:17][C:16]([C:19]3[CH:20]=[C:21]4[C:27]([CH3:28])=[N:26][N:25](CC5C=CC(OC)=CC=5)[C:22]4=[N:23][CH:24]=3)=[CH:15][CH:14]=2)[CH:6]=1)([CH3:4])([CH3:3])[CH3:2].